This data is from Full USPTO retrosynthesis dataset with 1.9M reactions from patents (1976-2016). The task is: Predict the reactants needed to synthesize the given product. Given the product [Cl:1][C:2]1[CH:7]=[CH:6][CH:5]=[CH:4][C:3]=1[C@H:8]1[C@H:13]([NH2:14])[CH2:12][CH:11]=[CH:10][CH2:9]1, predict the reactants needed to synthesize it. The reactants are: [Cl:1][C:2]1[CH:7]=[CH:6][CH:5]=[CH:4][C:3]=1[C@H:8]1[C@H:13]([N+:14]([O-])=O)[CH2:12][CH:11]=[CH:10][CH2:9]1.Cl.C([O-])(O)=O.[Na+].